From a dataset of Full USPTO retrosynthesis dataset with 1.9M reactions from patents (1976-2016). Predict the reactants needed to synthesize the given product. (1) The reactants are: Cl.[NH2:2]O.C(OC([NH:9][C:10](=S)[NH:11][C:12]1[N:17]=[C:16]([NH:18][C:19](=[O:21])[CH3:20])[CH:15]=[CH:14][CH:13]=1)=O)C. Given the product [NH2:2][C:10]1[N:11]=[C:12]2[CH:13]=[CH:14][CH:15]=[C:16]([NH:18][C:19](=[O:21])[CH3:20])[N:17]2[N:9]=1, predict the reactants needed to synthesize it. (2) Given the product [C:20]([NH:24][S:25]([C:28]1[C:37]2[C:32](=[CH:33][CH:34]=[CH:35][CH:36]=2)[C:31]([C:2]2[S:6][C:5]([C:7]3[N:11]=[C:10]([CH3:12])[O:9][N:8]=3)=[N:4][C:3]=2[CH2:13][CH:14]2[CH2:19][CH2:18][CH2:17][CH2:16][CH2:15]2)=[CH:30][CH:29]=1)(=[O:27])=[O:26])([CH3:23])([CH3:21])[CH3:22], predict the reactants needed to synthesize it. The reactants are: Br[C:2]1[S:6][C:5]([C:7]2[N:11]=[C:10]([CH3:12])[O:9][N:8]=2)=[N:4][C:3]=1[CH2:13][CH:14]1[CH2:19][CH2:18][CH2:17][CH2:16][CH2:15]1.[C:20]([NH:24][S:25]([C:28]1[C:37]2[C:32](=[CH:33][CH:34]=[CH:35][CH:36]=2)[C:31](B2OC(C)(C)C(C)(C)O2)=[CH:30][CH:29]=1)(=[O:27])=[O:26])([CH3:23])([CH3:22])[CH3:21].C([O-])([O-])=O.[Na+].[Na+].